This data is from Full USPTO retrosynthesis dataset with 1.9M reactions from patents (1976-2016). The task is: Predict the reactants needed to synthesize the given product. (1) Given the product [F:25][C:26]1[CH:34]=[CH:33][CH:32]=[CH:31][C:27]=1[C:28]([N:57]1[CH2:58][CH2:59][N:54]2[N:53]=[C:52]([CH2:51][O:44][C:45]3[CH:46]=[CH:47][CH:48]=[CH:49][CH:50]=3)[CH:60]=[C:55]2[CH2:56]1)=[O:30], predict the reactants needed to synthesize it. The reactants are: F[P-](F)(F)(F)(F)F.N1(OC(N(C)C)=[N+](C)C)C2N=CC=CC=2N=N1.[F:25][C:26]1[CH:34]=[CH:33][CH:32]=[CH:31][C:27]=1[C:28]([OH:30])=O.CCN(C(C)C)C(C)C.[O:44]([CH2:51][C:52]1[CH:60]=[C:55]2[CH2:56][NH:57][CH2:58][CH2:59][N:54]2[N:53]=1)[C:45]1[CH:50]=[CH:49][CH:48]=[CH:47][CH:46]=1. (2) Given the product [Br:1][C:2]1[N:6]=[C:5]([N:41]([CH2:40][C:39]2[CH:50]=[C:35]([O:34][CH2:32][CH3:33])[CH:36]=[C:37]([O:52][CH:53]([CH3:55])[CH3:54])[C:38]=2[F:51])[C:42]2[CH:49]=[CH:48][C:45]([C:46]#[N:47])=[CH:44][CH:43]=2)[N:4]([C:8]([C:21]2[CH:22]=[CH:23][CH:24]=[CH:25][CH:26]=2)([C:15]2[CH:16]=[CH:17][CH:18]=[CH:19][CH:20]=2)[C:9]2[CH:10]=[CH:11][CH:12]=[CH:13][CH:14]=2)[N:3]=1, predict the reactants needed to synthesize it. The reactants are: [Br:1][C:2]1[N:6]=[C:5](Br)[N:4]([C:8]([C:21]2[CH:26]=[CH:25][CH:24]=[CH:23][CH:22]=2)([C:15]2[CH:20]=[CH:19][CH:18]=[CH:17][CH:16]=2)[C:9]2[CH:14]=[CH:13][CH:12]=[CH:11][CH:10]=2)[N:3]=1.[Li]CCCC.[CH2:32]([O:34][C:35]1[CH:36]=[C:37]([O:52][CH:53]([CH3:55])[CH3:54])[C:38]([F:51])=[C:39]([CH:50]=1)/[CH:40]=[N:41]/[C:42]1[CH:49]=[CH:48][C:45]([C:46]#[N:47])=[CH:44][CH:43]=1)[CH3:33]. (3) Given the product [CH2:12]([NH:11][C:9](=[O:10])[NH:8][C:5]1[N:6]=[CH:7][C:2]([C:33]2[CH:34]=[N:35][CH:36]=[C:37]([C:38]([O:40][CH2:41][CH3:42])=[O:39])[CH:43]=2)=[C:3]([C:14]2[O:15][C:16]([C:19]3[CH:24]=[CH:23][N:22]=[CH:21][CH:20]=3)=[N:17][N:18]=2)[CH:4]=1)[CH3:13], predict the reactants needed to synthesize it. The reactants are: Br[C:2]1[C:3]([C:14]2[O:15][C:16]([C:19]3[CH:24]=[CH:23][N:22]=[CH:21][CH:20]=3)=[N:17][N:18]=2)=[CH:4][C:5]([NH:8][C:9]([NH:11][CH2:12][CH3:13])=[O:10])=[N:6][CH:7]=1.CC1(C)C(C)(C)OB([C:33]2[CH:34]=[N:35][CH:36]=[C:37]([CH:43]=2)[C:38]([O:40][CH2:41][CH3:42])=[O:39])O1.C(=O)([O-])[O-].[Cs+].[Cs+].O1CCOCC1. (4) Given the product [CH3:30][O:29][N:20]([CH3:24])[C:12](=[O:14])[CH2:11]/[CH:10]=[CH:9]/[C:6]1[CH:5]=[CH:4][C:3]([O:2][CH3:1])=[CH:8][CH:7]=1, predict the reactants needed to synthesize it. The reactants are: [CH3:1][O:2][C:3]1[CH:8]=[CH:7][C:6](/[CH:9]=[CH:10]/[CH2:11][C:12]([OH:14])=O)=[CH:5][CH:4]=1.F[B-](F)(F)F.[N:20]1([O:29][C:30](N(C)C)=[N+](C)C)[C:24]2C=CC=CC=2N=N1.CCN(CC)CC. (5) Given the product [CH3:1][C:2]1[N:29]=[C:5]2[N:6]([C:37]3[CH:38]=[CH:39][C:33]4[O:32][CH:31]([CH3:30])[CH2:35][C:34]=4[CH:36]=3)[C:7](=[O:28])[C:8]([CH2:13][C:14]3[CH:19]=[CH:18][C:17]([C:20]4[C:21]([C:26]#[N:27])=[CH:22][CH:23]=[CH:24][CH:25]=4)=[CH:16][CH:15]=3)=[C:9]([CH2:10][CH2:11][CH3:12])[N:4]2[N:3]=1, predict the reactants needed to synthesize it. The reactants are: [CH3:1][C:2]1[N:29]=[C:5]2[NH:6][C:7](=[O:28])[C:8]([CH2:13][C:14]3[CH:19]=[CH:18][C:17]([C:20]4[C:21]([C:26]#[N:27])=[CH:22][CH:23]=[CH:24][CH:25]=4)=[CH:16][CH:15]=3)=[C:9]([CH2:10][CH2:11][CH3:12])[N:4]2[N:3]=1.[CH3:30][CH:31]1[CH2:35][C:34]2[CH:36]=[C:37](B(O)O)[CH:38]=[CH:39][C:33]=2[O:32]1.C(N(CC)CC)C.N1C=CC=CC=1.